Dataset: Human Reference Interactome with 51,813 positive PPI pairs across 8,248 proteins, plus equal number of experimentally-validated negative pairs. Task: Binary Classification. Given two protein amino acid sequences, predict whether they physically interact or not. (1) Protein 1 (ENSG00000153975) has sequence MLSCNICGETVTSEPDMKAHLIVHMESEIICPFCKLSGVNYDEMCFHIETAHFEQNTLERNFERINTVQYGTSDNKKDNTLQCGMEVNSSILSGCASNHPKNSAQNLTKDSTLKHEGFYSENLTESRKFLKSREKQSSLTEIKGSVYETTYSPPECPFCGKIEEHSEDMETHVKTKHANLLDIPLEDCDQPLYDCPMCGLICTNYHILQEHVDLHLEENSFQQGMDRVQCSGDLQLAHQLQQEEDRKRRSEESRQEIEEFQKLQRQYGLDNSGGYKQQQLRNMEIEVNRGRMPPSEFHRR.... Protein 2 (ENSG00000163960) has sequence MAAHGGSAASSALKGLIQQFTTITGASESVGKHMLEACNNNLEMAVTMFLDGGGIAEEPSTSSASVSTVRPHTEEEVRAPIPQKQEILVEPEPLFGAPKRRRPARSIFDGFRDFQTETIRQEQELRNGGAIDKKLTTLADLFRPPIDLMHKGSFETAKECGQMQNKWLMINIQNVQDFACQCLNRDVWSNEAVKNIIREHFIFWQVYHDSEEGQRYIQFYKLGDFPYVSILDPRTGQKLVEWHQLDVSSFLDQVTGFLGEHGQLDGLSSSPPKKCARSESLIDASEDSQLEAAIRASLQE.... Result: 0 (the proteins do not interact). (2) Protein 1 (ENSG00000103184) has sequence MVQRYQSPVRVYKYPFELVMAAYEKRFPTCPQIPVFLGSEVLRESRSPDGAVHVVERSCRLRVDAPRLLRKIAGVEHVVFVQTNILNWKERTLLIEAHNETFANRVVVNEHCSYTVHPENEDWTCFEQSASLDIRSFFGFENALEKIAMKQYTANVKRGKEVIEHYLNELISQGTSHIPRWTPAPVREEDARNQAGPRDPSSLEAHGPRSTLGPALEAVSMDGDKLDADYIERCLGHLTPMQESCLIQLRHWLQETHKGKIPKDEHILRFLRAHDFHLDKAREMLRQSLSWRKQHQVDLL.... Protein 2 (ENSG00000110218) has sequence MAIAQLATEYVFSDFLLKEPTEPKFKGLRLELAVDKMVTCIAVGLPLLLISLAFAQEISIGTQISCFSPSSFSWRQAAFVDSYCWAAVQQKNSLQSESGNLPLWLHKFFPYILLLFAILLYLPPLFWRFAAAPHICSDLKFIMEELDKVYNRAIKAAKSARDLDMRDGACSVPGVTENLGQSLWEVSESHFKYPIVEQYLKTKKNSNNLIIKYISCRLLTLIIILLACIYLGYYFSLSSLSDEFVCSIKSGILRNDSTVPDQFQCKLIAVGIFQLLSVINLVVYVLLAPVVVYTLFVPFR.... Result: 0 (the proteins do not interact). (3) Protein 1 (ENSG00000185924) has sequence MLRKGCCVELLLLLVAAELPLGGGCPRDCVCYPAPMTVSCQAHNFAAIPEGIPVDSERVFLQNNRIGLLQPGHFSPAMVTLWIYSNNITYIHPSTFEGFVHLEELDLGDNRQLRTLAPETFQGLVKLHALYLYKCGLSALPAGVFGGLHSLQYLYLQDNHIEYLQDDIFVDLVNLSHLFLHGNKLWSLGPGTFRGLVNLDRLLLHENQLQWVHHKAFHDLRRLTTLFLFNNSLSELQGECLAPLGALEFLRLNGNPWDCGCRARSLWEWLQRFRGSSSAVPCVSPGLRHGQDLKLLRAED.... Protein 2 (ENSG00000102893) has sequence MAGAAGLTAEVSWKVLERRARTKRSGSVYEPLKSINLPRPDNETLWDKLDHYYRIVKSTLLLYQSPTTGLFPTKTCGGDQKAKIQDSLYCAAGAWALALAYRRIDDDKGRTHELEHSAIKCMRGILYCYMRQADKVQQFKQDPRPTTCLHSVFNVHTGDELLSYEEYGHLQINAVSLYLLYLVEMISSGLQIIYNTDEVSFIQNLVFCVERVYRVPDFGVWERGSKYNNGSTELHSSSVGLAKAALEAINGFNLFGNQGCSWSVIFVDLDAHNRNRQTLCSLLPRESRSHNTDAALLPCI.... Result: 0 (the proteins do not interact). (4) Protein 1 (ENSG00000127184) has sequence MLGQSIRRFTTSVVRRSHYEEGPGKNLPFSVENKWSLLAKMCLYFGSAFATPFLVVRHQLLKT*MLGQSIRRFTTSVVRRSHYEEGPGKNLPFSVENKWSLLAKMCLYFGSAFATPFLVI*. Protein 2 (ENSG00000136931) has sequence VEEEGDVSNRGVELLQLEPDEDQVRARILGCLQEPTKSRPDQPAAFGLLCRMADQTFISIVDWARRCMVFKELEVADQMTLLQNCWSELLVFDHIYRQVQHGKEGSILLVTGQEVELTTVATQAGSLLHSLVLRAQELVLQLLALQLDRQEFVCLKFIILFSLDLKFLNNHILVKDAQEKANAALLDYTLCHYPHCGDKFQQLLLCLVEVRALSMQAKEYLYHKHLGNEMPRNNLLIEMLQAKQT*MDYSYDEDLDELCPVCGDKVSGYHYGLLTCESCKGFFKRTVQNNKHYTCTESQS.... Result: 0 (the proteins do not interact). (5) Protein 2 (ENSG00000177125) has sequence MSVEMDSSSFIQFDVPEYSSTVLSQLNELRLQGKLCDIIVHIQGQPFRAHKAVLAASSPYFRDHSALSTMSGLSISVIKNPNVFEQLLSFCYTGRMSLQLKDVVSFLTAASFLQMQCVIDKCTQILESIHSKISVGDVDSVTVGAEENPESRNGVKDSSFFANPVEISPPYCSQGRQPTASSDLRMETTPSKALRSRLQEEGHSDRGSSGSVSEYEIQIEGDHEQGDLLVRESQITEVKVKMEKSDRPSCSDSSSLGDDGYHTEMVDGEQVVAVNVGSYGSVLQHAYSYSQAASQPTNVS.... Result: 1 (the proteins interact). Protein 1 (ENSG00000105229) has sequence MAAELVEAKNMVMSFRVSDLQMLLGFVGRSKSGLKHELVTRALQLVQFDCSPELFKKIKELYETRYAKKNSEPAPQPHRPLDPLTMHSTYDRAGAVPRTPLAGPNIDYPVLYGKYLNGLGRLPAKTLKPEVRLVKLPFFNMLDELLKPTELVPQNNEKLQESPCIFALTPRQVELIRNSRELQPGVKAVQVVLRICYSDTSCPQEDQYPPNIAVKVNHSYCSVPGYYPSNKPGVEPKRPCRPINLTHLMYLSSATNRITVTWGNYGKSYSVALYLVRQLTSSELLQRLKTIGVKHPELCK.... (6) Protein 1 (ENSG00000223609) has sequence MVHLTPEEKTAVNALWGKVNVDAVGGEALGRLLVVYPWTQRFFESFGDLSSPDAVMGNPKVKAHGKKVLGAFSDGLAHLDNLKGTFSQLSELHCDKLHVDPENFRVCKKVPEALQIGSTCLFYKEYMGKEKSKGTVQGING*MVHLTPEEKTAVNALWGKVNVDAVGGEALGSSWAMCWCVCWPATLARNSPHKCRLPIRRWWLVWLMPWLTSTIEILDCFLITIRRMVHLTPEEKTAVNALWGKVNVDAVGGEALGRLLVVYPWTQRFFESFGDLSSPDAVMGNPKVKAHGKKVLGAFS.... Protein 2 (ENSG00000137440) has sequence MKICSLTLLSFLLLAAQVLLVEGKKKVKNGLHSKVVSEQKDTLGNTQIKQKSRPGNKGKFVTKDQANCRWAATEQEEGISLKVECTQLDHEFSCVFAGNPTSCLKLKDERVYWKQVARNLRSQKDICRYSKTAVKTRVCRKDFPESSLKLVSSTLFGNTKPRKEKTEMSPREHIKGKETTPSSLAVTQTMATKAPECVEDPDMANQRKTALEFCGETWSSLCTFFLSIVQDTSC*. Result: 0 (the proteins do not interact).